This data is from Forward reaction prediction with 1.9M reactions from USPTO patents (1976-2016). The task is: Predict the product of the given reaction. (1) Given the reactants [O:1]1[C:3]2([CH2:8][CH2:7][CH2:6][C@H:5]([CH2:9][N:10]3[C:14]4[CH:15]=[C:16]([C:19]#[N:20])[CH:17]=[CH:18][C:13]=4[N:12]=[CH:11]3)[CH2:4]2)[CH2:2]1.[NH2:21][CH2:22][C:23]([CH3:29])([CH3:28])[C:24]([O:26][CH3:27])=[O:25], predict the reaction product. The product is: [C:19]([C:16]1[CH:17]=[CH:18][C:13]2[N:12]=[CH:11][N:10]([CH2:9][CH:5]3[CH2:6][CH2:7][CH2:8][C:3]([CH2:2][NH:21][CH2:22][C:23]([CH3:29])([CH3:28])[C:24]([O:26][CH3:27])=[O:25])([OH:1])[CH2:4]3)[C:14]=2[CH:15]=1)#[N:20]. (2) Given the reactants [CH3:1][C:2]1([N:6]2[CH2:11][CH2:10][N:9]([C:12]3[CH:17]=[CH:16][C:15]([N+:18]([O-])=O)=[CH:14][CH:13]=3)[CH2:8][CH2:7]2)[CH2:5][O:4][CH2:3]1, predict the reaction product. The product is: [CH3:1][C:2]1([N:6]2[CH2:7][CH2:8][N:9]([C:12]3[CH:17]=[CH:16][C:15]([NH2:18])=[CH:14][CH:13]=3)[CH2:10][CH2:11]2)[CH2:5][O:4][CH2:3]1. (3) Given the reactants [F:1][C:2]1[CH:7]=[CH:6][C:5](Br)=[CH:4][CH:3]=1.[C:9]1(B(O)O)[CH:14]=[CH:13][CH:12]=[CH:11][CH:10]=1, predict the reaction product. The product is: [F:1][C:2]1[CH:7]=[CH:6][C:5]([C:9]2[CH:14]=[CH:13][CH:12]=[CH:11][CH:10]=2)=[CH:4][CH:3]=1. (4) Given the reactants OC(C(F)(F)F)=O.[CH3:8][NH:9][C:10]1[CH:11]=[N:12][CH:13]=[CH:14][C:15]=1[N:16]1[CH2:21][CH2:20][CH2:19][CH2:18][CH:17]1[CH3:22].CCN(C(C)C)C(C)C.[Cl:32][C:33]1[CH:34]=[C:35]([CH:39]=[C:40]([Cl:42])[CH:41]=1)[C:36](Cl)=[O:37], predict the reaction product. The product is: [Cl:32][C:33]1[CH:34]=[C:35]([CH:39]=[C:40]([Cl:42])[CH:41]=1)[C:36]([N:9]([CH3:8])[C:10]1[CH:11]=[N:12][CH:13]=[CH:14][C:15]=1[N:16]1[CH2:21][CH2:20][CH2:19][CH2:18][CH:17]1[CH3:22])=[O:37].